The task is: Regression/Classification. Given a drug SMILES string, predict its toxicity properties. Task type varies by dataset: regression for continuous values (e.g., LD50, hERG inhibition percentage) or binary classification for toxic/non-toxic outcomes (e.g., AMES mutagenicity, cardiotoxicity, hepatotoxicity). Dataset: ld50_zhu.. This data is from Acute oral toxicity (LD50) regression data from Zhu et al.. The molecule is COCc1ccc(COC(=O)C2C(C=C(C)C)C2(C)C)cc1. The rat oral LD50 is 1.87, given as -log10 of the dose in mol/kg body weight (higher means more acutely toxic).